Dataset: Forward reaction prediction with 1.9M reactions from USPTO patents (1976-2016). Task: Predict the product of the given reaction. (1) Given the reactants [Br:1][C:2]1[CH:7]=[CH:6][C:5]([C:8]2([C:12]#N)[CH2:11][CH2:10][CH2:9]2)=[CH:4][CH:3]=1.[CH2:14]([Mg]Br)[CH2:15][CH3:16].[O:19]1CCCC1.Cl, predict the reaction product. The product is: [Br:1][C:2]1[CH:7]=[CH:6][C:5]([C:8]2([C:12](=[O:19])[CH2:14][CH2:15][CH3:16])[CH2:11][CH2:10][CH2:9]2)=[CH:4][CH:3]=1. (2) Given the reactants [NH2:1][C:2]1[O:6][N:5]=[C:4]([C:7]2[CH:12]=[CH:11][CH:10]=[C:9]([O:13][C:14]([F:17])([F:16])[F:15])[CH:8]=2)[C:3]=1[C:18]([OH:20])=O.Cl.C(N=C=NCCCN(C)C)C.[F:33][C:34]1[CH:39]=[CH:38][C:37]([N:40]2[CH2:45][CH2:44][NH:43][CH2:42][CH2:41]2)=[CH:36][CH:35]=1, predict the reaction product. The product is: [NH2:1][C:2]1[O:6][N:5]=[C:4]([C:7]2[CH:12]=[CH:11][CH:10]=[C:9]([O:13][C:14]([F:15])([F:16])[F:17])[CH:8]=2)[C:3]=1[C:18]([N:43]1[CH2:42][CH2:41][N:40]([C:37]2[CH:36]=[CH:35][C:34]([F:33])=[CH:39][CH:38]=2)[CH2:45][CH2:44]1)=[O:20]. (3) Given the reactants CC1C=CC(S(O)(=O)=O)=CC=1.CC1C=CC(S(O)(=O)=O)=CC=1.[CH3:23][N:24]1[CH:28]=[C:27]([CH2:29][CH2:30][NH2:31])[N:26]=[CH:25]1, predict the reaction product. The product is: [CH3:23][N:24]1[CH:28]=[C:27]([CH2:29][CH2:30][NH2:31])[N:26]=[CH:25]1. (4) Given the reactants [CH:1]1([N:4]2[C:13]3[C:8](=[CH:9][C:10]([F:15])=[C:11](Cl)[CH:12]=3)[C:7](=[O:16])[C:6]([C:17]([OH:19])=[O:18])=[CH:5]2)[CH2:3][CH2:2]1.[C:20]([NH:23][CH:24]1[CH2:28][CH:27]([CH3:29])[NH:26][CH2:25]1)(=[O:22])[CH3:21], predict the reaction product. The product is: [CH:1]1([N:4]2[C:13]3[C:8](=[CH:9][C:10]([F:15])=[C:11]([N:26]4[CH:27]([CH3:29])[CH2:28][CH:24]([NH:23][C:20](=[O:22])[CH3:21])[CH2:25]4)[CH:12]=3)[C:7](=[O:16])[C:6]([C:17]([OH:19])=[O:18])=[CH:5]2)[CH2:3][CH2:2]1. (5) Given the reactants [H-].[Na+].[O:3]=[C:4]1[CH2:12][C:11]2[C:6](=[CH:7][C:8]([C:13]#[N:14])=[CH:9][CH:10]=2)[NH:5]1.[Cl:15][C:16]1[N:21]=[CH:20][C:19]([S:22]([NH:25][CH2:26][CH2:27][N:28]2[CH2:32][CH2:31][CH2:30][CH2:29]2)(=[O:24])=[O:23])=[CH:18][CH:17]=1.CO, predict the reaction product. The product is: [ClH:15].[C:13]([C:8]1[CH:7]=[C:6]2[C:11]([C:12]([C:16]3[N:21]=[CH:20][C:19]([S:22]([NH:25][CH2:26][CH2:27][N:28]4[CH2:32][CH2:31][CH2:30][CH2:29]4)(=[O:24])=[O:23])=[CH:18][CH:17]=3)=[C:4]([OH:3])[NH:5]2)=[CH:10][CH:9]=1)#[N:14]. (6) Given the reactants C(OC(=O)[NH:7][C@@H:8]1[C@@H:13]([OH:14])[C@H:12]([CH2:15][C:16]2[CH:21]=[CH:20][C:19]([N+:22]([O-:24])=[O:23])=[C:18]([Br:25])[CH:17]=2)[CH2:11][S:10][CH2:9]1)(C)(C)C, predict the reaction product. The product is: [NH2:7][C@@H:8]1[C@@H:13]([OH:14])[C@H:12]([CH2:15][C:16]2[CH:21]=[CH:20][C:19]([N+:22]([O-:24])=[O:23])=[C:18]([Br:25])[CH:17]=2)[CH2:11][S:10][CH2:9]1.